Dataset: Full USPTO retrosynthesis dataset with 1.9M reactions from patents (1976-2016). Task: Predict the reactants needed to synthesize the given product. (1) Given the product [CH3:24][S:25]([OH:27])(=[O:29])=[O:26].[CH3:24][S:25]([O:1][C:2]1[CH:3]=[CH:4][C:5]([C:8]2[C:9]([C:14]([OH:16])=[O:15])=[CH:10][CH:11]=[CH:12][CH:13]=2)=[CH:6][CH:7]=1)(=[O:27])=[O:26], predict the reactants needed to synthesize it. The reactants are: [OH:1][C:2]1[CH:7]=[CH:6][C:5]([C:8]2[C:9]([C:14]([OH:16])=[O:15])=[CH:10][CH:11]=[CH:12][CH:13]=2)=[CH:4][CH:3]=1.C(N(CC)CC)C.[CH3:24][S:25](Cl)(=[O:27])=[O:26].[OH2:29]. (2) Given the product [S:1]1[C:5]2[CH:6]=[CH:7][CH:8]=[CH:9][C:4]=2[N:3]=[C:2]1[CH:18]=[O:19], predict the reactants needed to synthesize it. The reactants are: [S:1]1[C:5]2[CH:6]=[CH:7][CH:8]=[CH:9][C:4]=2[N:3]=[CH:2]1.[Li]CCCC.CN([CH:18]=[O:19])C. (3) The reactants are: CC1C=C[C:5]([NH:21][C:22]([C:24]2[CH:25]=[CH:26][C:27](CN3CCN(C)CC3)=[CH:28][CH:29]=2)=O)=[CH:6][C:7]=1[NH:8][C:9]1[N:10]=CC=C(C2C=CC=NC=2)N=1.C(O)[C:39](N)([CH2:42][OH:43])[CH2:40][OH:41].Cl.C(N(CC(O)=O)CC(O)=O)CN(CC(O)=O)CC(O)=O.[Cl-].[Na+].[O-]P(OP([O-])([O-])=O)(=O)[O-].[Na+].[Na+].[Na+].[Na+].[F-].[Na+].CCC(C[O:90][C:91]([C:104]([N:106]([CH2:108][CH2:109][NH+](C)C)C)=[O:105])(C1C=CC=CC=1)C1C=CC=CC=1)CC.[Cl-].C1(CS(F)(=O)=O)C=CC=CC=1.C[C@H](NC(C[C@H](O)[C@@H](NC([C@@H](NC([C@@H](NC(CC(C)C)=O)C(C)C)=O)C(C)C)=O)CC(C)C)=O)C(N[C@H]([C@@H](O)CC(O)=O)CC(C)C)=O.CC(C[C@H](NC(C)=O)C(N[C@H](C(N[C@H](C(O)=O)CCCN=C(N)N)=O)CC(C)C)=O)C. Given the product [C:24]1([CH2:22][NH:21][C:5]2[C:6]3[CH:109]=[CH:108][N:106]([C@@H:104]4[O:105][C@H:39]([CH2:40][OH:41])[C@@H:42]([OH:43])[C@H:91]4[OH:90])[C:7]=3[N:8]=[CH:9][N:10]=2)[CH:29]=[CH:28][CH:27]=[CH:26][CH:25]=1, predict the reactants needed to synthesize it. (4) Given the product [Br:23][C:15]1[N:14]=[C:13]([C@@H:10]2[CH2:11][CH2:12][N:8]([C:6](=[O:7])[CH2:5][OH:4])[CH2:9]2)[N:17]2[CH:18]=[CH:19][N:20]=[C:21]([CH3:22])[C:16]=12, predict the reactants needed to synthesize it. The reactants are: C([O:4][CH2:5][C:6]([N:8]1[CH2:12][CH2:11][C@@H:10]([C:13]2[N:17]3[CH:18]=[CH:19][N:20]=[C:21]([CH3:22])[C:16]3=[C:15]([Br:23])[N:14]=2)[CH2:9]1)=[O:7])(=O)C.C(=O)([O-])[O-].[K+].[K+]. (5) Given the product [C:15]([NH:23][C:24]([CH2:11][CH2:10][S:9][C:3]1[CH:8]=[CH:7][CH:6]=[CH:5][CH:4]=1)([C:30]([O:32][CH2:33][CH3:34])=[O:31])[C:25]([O:27][CH2:28][CH3:29])=[O:26])(=[O:22])[C:16]1[CH:17]=[CH:18][CH:19]=[CH:20][CH:21]=1, predict the reactants needed to synthesize it. The reactants are: [I-].[Na+].[C:3]1([S:9][CH2:10][CH2:11]Cl)[CH:8]=[CH:7][CH:6]=[CH:5][CH:4]=1.[OH-].[Li+].[C:15]([NH:23][CH:24]([C:30]([O:32][CH2:33][CH3:34])=[O:31])[C:25]([O:27][CH2:28][CH3:29])=[O:26])(=[O:22])[C:16]1[CH:21]=[CH:20][CH:19]=[CH:18][CH:17]=1. (6) Given the product [Cl:1][C:2]1[C:3]([CH:4]([OH:5])[C:25](=[CH2:26])[C:24]#[N:27])=[CH:6][C:7]([C:10]2[CH:11]=[CH:12][CH:13]=[CH:14][CH:15]=2)=[CH:8][N:9]=1, predict the reactants needed to synthesize it. The reactants are: [Cl:1][C:2]1[N:9]=[CH:8][C:7]([C:10]2[CH:15]=[CH:14][CH:13]=[CH:12][CH:11]=2)=[CH:6][C:3]=1[CH:4]=[O:5].C1N2CCN(CC2)C1.[C:24](#[N:27])[CH:25]=[CH2:26]. (7) Given the product [CH:14]1([CH2:20][N:6]2[C:2]([CH3:1])=[C:3]([C:7]([O:9][CH2:10][CH3:11])=[O:8])[N:4]=[CH:5]2)[CH2:19][CH2:18][CH2:17][CH2:16][CH2:15]1, predict the reactants needed to synthesize it. The reactants are: [CH3:1][C:2]1[NH:6][CH:5]=[N:4][C:3]=1[C:7]([O:9][CH2:10][CH3:11])=[O:8].[OH-].[K+].[CH:14]1([CH2:20]Br)[CH2:19][CH2:18][CH2:17][CH2:16][CH2:15]1.